This data is from NCI-60 drug combinations with 297,098 pairs across 59 cell lines. The task is: Regression. Given two drug SMILES strings and cell line genomic features, predict the synergy score measuring deviation from expected non-interaction effect. (1) Drug 1: C1CC(=O)NC(=O)C1N2CC3=C(C2=O)C=CC=C3N. Drug 2: CC1=C2C(C(=O)C3(C(CC4C(C3C(C(C2(C)C)(CC1OC(=O)C(C(C5=CC=CC=C5)NC(=O)OC(C)(C)C)O)O)OC(=O)C6=CC=CC=C6)(CO4)OC(=O)C)O)C)O. Cell line: HCT-15. Synergy scores: CSS=3.71, Synergy_ZIP=-0.578, Synergy_Bliss=1.88, Synergy_Loewe=1.66, Synergy_HSA=1.64. (2) Drug 1: CC(CN1CC(=O)NC(=O)C1)N2CC(=O)NC(=O)C2. Drug 2: CC1C(C(CC(O1)OC2CC(CC3=C2C(=C4C(=C3O)C(=O)C5=C(C4=O)C(=CC=C5)OC)O)(C(=O)CO)O)N)O.Cl. Cell line: HOP-62. Synergy scores: CSS=47.9, Synergy_ZIP=0.284, Synergy_Bliss=1.18, Synergy_Loewe=-19.0, Synergy_HSA=3.06. (3) Drug 1: CCN(CC)CCNC(=O)C1=C(NC(=C1C)C=C2C3=C(C=CC(=C3)F)NC2=O)C. Drug 2: C1CN(CCN1C(=O)CCBr)C(=O)CCBr. Cell line: SF-268. Synergy scores: CSS=5.74, Synergy_ZIP=1.13, Synergy_Bliss=5.66, Synergy_Loewe=0.721, Synergy_HSA=0.510.